This data is from NCI-60 drug combinations with 297,098 pairs across 59 cell lines. The task is: Regression. Given two drug SMILES strings and cell line genomic features, predict the synergy score measuring deviation from expected non-interaction effect. (1) Drug 1: CN1C2=C(C=C(C=C2)N(CCCl)CCCl)N=C1CCCC(=O)O.Cl. Drug 2: CN(CC1=CN=C2C(=N1)C(=NC(=N2)N)N)C3=CC=C(C=C3)C(=O)NC(CCC(=O)O)C(=O)O. Cell line: MOLT-4. Synergy scores: CSS=35.6, Synergy_ZIP=-0.995, Synergy_Bliss=-2.53, Synergy_Loewe=-53.1, Synergy_HSA=-1.58. (2) Drug 1: C1C(C(OC1N2C=NC3=C(N=C(N=C32)Cl)N)CO)O. Drug 2: C1=CC=C(C(=C1)C(C2=CC=C(C=C2)Cl)C(Cl)Cl)Cl. Cell line: RXF 393. Synergy scores: CSS=5.49, Synergy_ZIP=-1.49, Synergy_Bliss=-2.43, Synergy_Loewe=-4.53, Synergy_HSA=-2.82. (3) Drug 1: CC1=C(C=C(C=C1)C(=O)NC2=CC(=CC(=C2)C(F)(F)F)N3C=C(N=C3)C)NC4=NC=CC(=N4)C5=CN=CC=C5. Drug 2: CC12CCC3C(C1CCC2O)C(CC4=C3C=CC(=C4)O)CCCCCCCCCS(=O)CCCC(C(F)(F)F)(F)F. Cell line: MDA-MB-231. Synergy scores: CSS=-3.69, Synergy_ZIP=1.27, Synergy_Bliss=1.49, Synergy_Loewe=-3.62, Synergy_HSA=-3.32. (4) Drug 1: C1=CC(=CC=C1CC(C(=O)O)N)N(CCCl)CCCl.Cl. Drug 2: CC1=C2C(C(=O)C3(C(CC4C(C3C(C(C2(C)C)(CC1OC(=O)C(C(C5=CC=CC=C5)NC(=O)C6=CC=CC=C6)O)O)OC(=O)C7=CC=CC=C7)(CO4)OC(=O)C)O)C)OC(=O)C. Cell line: MDA-MB-231. Synergy scores: CSS=16.6, Synergy_ZIP=-14.6, Synergy_Bliss=-12.3, Synergy_Loewe=-25.5, Synergy_HSA=-9.30.